Dataset: Catalyst prediction with 721,799 reactions and 888 catalyst types from USPTO. Task: Predict which catalyst facilitates the given reaction. (1) Reactant: C(=[N:8][CH2:9][C@@H:10]1[O:14][C:13](=[O:15])[N:12]([C:16]2[CH:21]=[CH:20][C:19]([CH:22]3[CH2:27][CH2:26][N:25]([C:28](=[O:38])[CH2:29][O:30][CH2:31][C:32]4[CH:37]=[CH:36][CH:35]=[CH:34][CH:33]=4)[CH2:24][CH2:23]3)=[C:18]([F:39])[CH:17]=2)[CH2:11]1)C1C=CC=CC=1. Product: [NH2:8][CH2:9][C@@H:10]1[O:14][C:13](=[O:15])[N:12]([C:16]2[CH:21]=[CH:20][C:19]([CH:22]3[CH2:27][CH2:26][N:25]([C:28](=[O:38])[CH2:29][O:30][CH2:31][C:32]4[CH:37]=[CH:36][CH:35]=[CH:34][CH:33]=4)[CH2:24][CH2:23]3)=[C:18]([F:39])[CH:17]=2)[CH2:11]1. The catalyst class is: 43. (2) Reactant: Cl[C:2]1[N:7]=[CH:6][N:5]=[C:4]([NH2:8])[C:3]=1[C:9]1[O:10][C:11]([CH3:14])=[CH:12][N:13]=1.[NH2:15][C@H:16]([C:19]1[N:28]([C:29]2[CH:34]=[CH:33][CH:32]=[CH:31][CH:30]=2)[C:27](=[O:35])[C:26]2[C:21](=[CH:22][CH:23]=[CH:24][C:25]=2[Cl:36])[N:20]=1)[CH2:17][CH3:18].CCN(C(C)C)C(C)C. Product: [NH2:8][C:4]1[N:5]=[CH:6][N:7]=[C:2]([NH:15][C@H:16]([C:19]2[N:28]([C:29]3[CH:30]=[CH:31][CH:32]=[CH:33][CH:34]=3)[C:27](=[O:35])[C:26]3[C:21](=[CH:22][CH:23]=[CH:24][C:25]=3[Cl:36])[N:20]=2)[CH2:17][CH3:18])[C:3]=1[C:9]1[O:10][C:11]([CH3:14])=[CH:12][N:13]=1. The catalyst class is: 114. (3) Reactant: [CH2:1]([C:5]1[C:14]([CH2:15][NH2:16])=[C:13]([C:17]2[CH:22]=[CH:21][CH:20]=[CH:19][CH:18]=2)[C:12]2[C:7](=[CH:8][CH:9]=[C:10]([O:23]C)[CH:11]=2)[N:6]=1)[CH:2]([CH3:4])[CH3:3].B(Br)(Br)Br.C(=O)([O-])O.[Na+].[C:34](O[C:34]([O:36][C:37]([CH3:40])([CH3:39])[CH3:38])=[O:35])([O:36][C:37]([CH3:40])([CH3:39])[CH3:38])=[O:35]. Product: [OH:23][C:10]1[CH:11]=[C:12]2[C:7](=[CH:8][CH:9]=1)[N:6]=[C:5]([CH2:1][CH:2]([CH3:3])[CH3:4])[C:14]([CH2:15][NH:16][C:34](=[O:35])[O:36][C:37]([CH3:40])([CH3:39])[CH3:38])=[C:13]2[C:17]1[CH:22]=[CH:21][CH:20]=[CH:19][CH:18]=1. The catalyst class is: 96. (4) Reactant: [CH3:1][C:2]1[N:3]=[C:4]2[C:9]([CH3:10])=[CH:8][C:7]([C:11]3[CH:16]=[CH:15][CH:14]=[CH:13][C:12]=3[C:17]([F:20])([F:19])[F:18])=[N:6][N:5]2[C:21]=1[C:22](O)=[O:23].CN(C(ON1[N:41]=[N:40][C:35]2[CH:36]=[CH:37][CH:38]=[N:39]C1=2)=[N+](C)C)C.F[P-](F)(F)(F)(F)F.C(N(C(C)C)CC)(C)C.Cl.NC1N=NC=CC=1.C([O-])(O)=O.[Na+]. Product: [CH3:1][C:2]1[N:3]=[C:4]2[C:9]([CH3:10])=[CH:8][C:7]([C:11]3[CH:16]=[CH:15][CH:14]=[CH:13][C:12]=3[C:17]([F:20])([F:18])[F:19])=[N:6][N:5]2[C:21]=1[C:22]([NH:39][C:38]1[N:41]=[N:40][CH:35]=[CH:36][CH:37]=1)=[O:23]. The catalyst class is: 18.